From a dataset of Forward reaction prediction with 1.9M reactions from USPTO patents (1976-2016). Predict the product of the given reaction. (1) Given the reactants [Cl:1][C:2]1[CH:10]=[C:9]2[C:5]([CH:6]=[N:7][NH:8]2)=[CH:4][CH:3]=1.[I:11]I, predict the reaction product. The product is: [Cl:1][C:2]1[CH:10]=[C:9]2[C:5]([C:6]([I:11])=[N:7][NH:8]2)=[CH:4][CH:3]=1. (2) The product is: [F:1][C:2]1[CH:11]=[C:10]2[C:5]([C:6]([N:30]3[CH2:35][CH2:34][O:33][CH2:32][CH2:31]3)=[N:7][C:8]([N:12]3[CH:16]=[C:15]([C:17]([OH:19])=[O:18])[CH:14]=[N:13]3)=[N:9]2)=[CH:4][C:3]=1[C:23]1[CH:28]=[CH:27][CH:26]=[CH:25][C:24]=1[CH3:29]. Given the reactants [F:1][C:2]1[CH:11]=[C:10]2[C:5]([C:6](=O)[NH:7][C:8]([N:12]3[CH:16]=[C:15]([C:17]([O:19]CC)=[O:18])[CH:14]=[N:13]3)=[N:9]2)=[CH:4][C:3]=1[C:23]1[CH:28]=[CH:27][CH:26]=[CH:25][C:24]=1[CH3:29].[NH:30]1[CH2:35][CH2:34][O:33][CH2:32][CH2:31]1, predict the reaction product. (3) Given the reactants [O:1]1[C:5]2[CH:6]=[CH:7][CH:8]=[CH:9][C:4]=2[CH:3]=[C:2]1[C:10]([NH:12][C:13]1([C:19]([NH:21][CH:22]2[CH2:27][CH2:26][N:25]([C:28]3[CH:33]=[CH:32][CH:31]=[CH:30][C:29]=3[CH:34]=[O:35])[CH2:24][CH:23]2[OH:36])=[O:20])[CH2:18][CH2:17][CH2:16][CH2:15][CH2:14]1)=[O:11].C(=O)([O-])[O-].C1(C)C=CC(S([CH2:50][N:51]=[C:52]=O)(=O)=O)=CC=1.O, predict the reaction product. The product is: [O:1]1[C:5]2[CH:6]=[CH:7][CH:8]=[CH:9][C:4]=2[CH:3]=[C:2]1[C:10]([NH:12][C:13]1([C:19]([NH:21][CH:22]2[CH2:27][CH2:26][N:25]([C:28]3[CH:33]=[CH:32][CH:31]=[CH:30][C:29]=3[C:34]3[O:35][CH:52]=[N:51][CH:50]=3)[CH2:24][CH:23]2[OH:36])=[O:20])[CH2:18][CH2:17][CH2:16][CH2:15][CH2:14]1)=[O:11].